Dataset: Forward reaction prediction with 1.9M reactions from USPTO patents (1976-2016). Task: Predict the product of the given reaction. (1) Given the reactants [CH3:1][S:2]([C:5]1[CH:6]=[CH:7][C:8]([O:11][CH2:12][CH2:13][C@@H:14]2[CH2:16][C@@H:15]2[CH:17]2[CH2:22][CH2:21][NH:20][CH2:19][CH2:18]2)=[N:9][CH:10]=1)(=[O:4])=[O:3].[N:23]#[C:24]Br.C(=O)(O)[O-].[Na+].[NH2:31][OH:32].C(N(CC)CC)C, predict the reaction product. The product is: [OH:32][N:31]=[C:24]([N:20]1[CH2:21][CH2:22][CH:17]([C@H:15]2[CH2:16][C@H:14]2[CH2:13][CH2:12][O:11][C:8]2[CH:7]=[CH:6][C:5]([S:2]([CH3:1])(=[O:3])=[O:4])=[CH:10][N:9]=2)[CH2:18][CH2:19]1)[NH2:23]. (2) Given the reactants [CH2:1]([O:8][C:9]([N:11]1[CH2:16][CH2:15][N:14]([C:17]([O:19][C:20]([CH3:23])([CH3:22])[CH3:21])=[O:18])[CH:13]([C:24]([OH:26])=[O:25])[CH2:12]1)=[O:10])[C:2]1[CH:7]=[CH:6][CH:5]=[CH:4][CH:3]=1, predict the reaction product. The product is: [N:14]1([C:17]([O:19][C:20]([CH3:22])([CH3:23])[CH3:21])=[O:18])[CH2:15][CH2:16][N:11]([C:9]([O:8][CH2:1][C:2]2[CH:3]=[CH:4][CH:5]=[CH:6][CH:7]=2)=[O:10])[CH2:12][CH:13]1[C:24]([O:26][C:2]([CH3:7])([CH3:3])[CH3:1])=[O:25]. (3) Given the reactants Cl.[NH2:2][C@H:3]1[CH2:8][CH2:7][C@H:6]([NH:9][C:10]([C:12]2[C:16]3[N:17]=[CH:18][N:19]=[C:20]([C:21]4[CH:26]=[C:25]([CH3:27])[C:24]([F:28])=[CH:23][C:22]=4[O:29][CH2:30][CH:31]4[CH2:33][CH2:32]4)[C:15]=3[NH:14][C:13]=2[CH3:34])=[O:11])[CH2:5][CH2:4]1.C([O:38][CH2:39][C:40](Cl)=[O:41])(=O)C, predict the reaction product. The product is: [CH:31]1([CH2:30][O:29][C:22]2[CH:23]=[C:24]([F:28])[C:25]([CH3:27])=[CH:26][C:21]=2[C:20]2[C:15]3[NH:14][C:13]([CH3:34])=[C:12]([C:10]([NH:9][C@H:6]4[CH2:7][CH2:8][C@H:3]([NH:2][C:39](=[O:38])[CH2:40][OH:41])[CH2:4][CH2:5]4)=[O:11])[C:16]=3[N:17]=[CH:18][N:19]=2)[CH2:32][CH2:33]1. (4) Given the reactants [Cl:1]C1N=C(C)N=C([NH:9][C@@H:10]2[CH2:15][CH2:14][C@H:13]([NH:16][C:17](=[O:27])[C:18]3[CH:23]=[C:22]([F:24])[C:21]([F:25])=[C:20]([F:26])[CH:19]=3)[CH2:12][CH2:11]2)C=1.Cl[C:29]1[N:34]=[C:33]([CH2:35][CH3:36])[N:32]=[C:31]([N:37]([CH3:39])[CH3:38])[CH:30]=1, predict the reaction product. The product is: [ClH:1].[CH3:38][N:37]([CH3:39])[C:31]1[N:32]=[C:33]([CH2:35][CH3:36])[N:34]=[C:29]([NH:9][C@@H:10]2[CH2:11][CH2:12][C@H:13]([NH:16][C:17](=[O:27])[C:18]3[CH:23]=[C:22]([F:24])[C:21]([F:25])=[C:20]([F:26])[CH:19]=3)[CH2:14][CH2:15]2)[CH:30]=1.